This data is from Forward reaction prediction with 1.9M reactions from USPTO patents (1976-2016). The task is: Predict the product of the given reaction. (1) Given the reactants [CH3:1][O:2][C:3]1[CH:4]=[C:5]([NH2:11])[CH:6]=[CH:7][C:8]=1[O:9][CH3:10].C1C(=O)N([Br:19])C(=O)C1, predict the reaction product. The product is: [Br:19][C:6]1[CH:7]=[C:8]([O:9][CH3:10])[C:3]([O:2][CH3:1])=[CH:4][C:5]=1[NH2:11]. (2) Given the reactants C1C=CC2N(O)N=NC=2C=1.C(O[C:15](=[O:17])[CH3:16])(=O)C.N1C=CC=CC=1.[CH2:24]([NH2:31])[C:25]1[CH:30]=[CH:29][CH:28]=[CH:27][CH:26]=1, predict the reaction product. The product is: [CH2:24]([NH:31][C:15](=[O:17])[CH3:16])[C:25]1[CH:30]=[CH:29][CH:28]=[CH:27][CH:26]=1.